Dataset: Forward reaction prediction with 1.9M reactions from USPTO patents (1976-2016). Task: Predict the product of the given reaction. (1) Given the reactants [CH2:1]([N:3]1[C:7]2=[N:8][CH:9]=[CH:10][C:11]([O:12][CH2:13][CH2:14][CH2:15][CH2:16][CH2:17][S:18][C:19]3[C:28]4[C:23](=[CH:24][C:25]([C:29]([F:32])([F:31])[F:30])=[CH:26][CH:27]=4)[N:22]=[CH:21][CH:20]=3)=[C:6]2[CH:5]=[N:4]1)[CH3:2].[ClH:33], predict the reaction product. The product is: [ClH:33].[ClH:33].[CH2:1]([N:3]1[C:7]2=[N:8][CH:9]=[CH:10][C:11]([O:12][CH2:13][CH2:14][CH2:15][CH2:16][CH2:17][S:18][C:19]3[C:28]4[C:23](=[CH:24][C:25]([C:29]([F:32])([F:31])[F:30])=[CH:26][CH:27]=4)[N:22]=[CH:21][CH:20]=3)=[C:6]2[CH:5]=[N:4]1)[CH3:2]. (2) Given the reactants [C:1]1([CH2:7][CH2:8][O:9][CH2:10][CH2:11][OH:12])[CH:6]=[CH:5][CH:4]=[CH:3][CH:2]=1.N1C=CC=CC=1.[F:19][C:20]([F:33])([F:32])[S:21](O[S:21]([C:20]([F:33])([F:32])[F:19])(=[O:23])=[O:22])(=[O:23])=[O:22], predict the reaction product. The product is: [F:19][C:20]([F:33])([F:32])[S:21]([O:12][CH2:11][CH2:10][O:9][CH2:8][CH2:7][C:1]1[CH:6]=[CH:5][CH:4]=[CH:3][CH:2]=1)(=[O:23])=[O:22]. (3) Given the reactants Cl.C([N:9]1[CH2:13][CH2:12][C@@H:11]([C:14]([C:27]#[N:28])([C:21]2[CH:26]=[CH:25][CH:24]=[CH:23][CH:22]=2)[C:15]2[CH:20]=[CH:19][CH:18]=[CH:17][CH:16]=2)[CH2:10]1)C1C=CC=CC=1.C([O-])=O.[NH4+].O, predict the reaction product. The product is: [C:27]([C:14]([C@@H:11]1[CH2:12][CH2:13][NH:9][CH2:10]1)([C:21]1[CH:22]=[CH:23][CH:24]=[CH:25][CH:26]=1)[C:15]1[CH:20]=[CH:19][CH:18]=[CH:17][CH:16]=1)#[N:28]. (4) Given the reactants C(=[C:8]1/[CH2:9][CH2:10][C:11]2[C:12]/1=[N:13][CH:14]=[CH:15][CH:16]=2)/C1C=CC=CC=1.[OH:17]OS([O-])=O.[K+].C([O-])(O)=O.[Na+], predict the reaction product. The product is: [N:13]1[CH:14]=[CH:15][CH:16]=[C:11]2[CH2:10][CH2:9][C:8](=[O:17])[C:12]=12. (5) Given the reactants [C:1]1([C:7]2[N:8]=[C:9]([C@H:12]3[CH2:16][CH2:15][C@H:14]([NH2:17])[CH2:13]3)[S:10][CH:11]=2)[CH:6]=[CH:5][CH:4]=[CH:3][CH:2]=1.CCN(C(C)C)C(C)C.Cl[C:28]1[N:33]=[CH:32][N:31]=[C:30]2[N:34](C3CCCCO3)[N:35]=[CH:36][C:29]=12, predict the reaction product. The product is: [C:1]1([C:7]2[N:8]=[C:9]([C@H:12]3[CH2:16][CH2:15][C@H:14]([NH:17][C:28]4[N:33]=[CH:32][N:31]=[C:30]5[NH:34][N:35]=[CH:36][C:29]=45)[CH2:13]3)[S:10][CH:11]=2)[CH:2]=[CH:3][CH:4]=[CH:5][CH:6]=1. (6) Given the reactants [CH2:1]1[C@H:8]2[C@H:4]([CH2:5][C:6](=[O:9])[CH2:7]2)[CH2:3][C:2]21[O:13][CH2:12][CH2:11][O:10]2.[BH4-].[Na+], predict the reaction product. The product is: [CH2:1]1[C@H:8]2[C@H:4]([CH2:5][CH:6]([OH:9])[CH2:7]2)[CH2:3][C:2]21[O:10][CH2:11][CH2:12][O:13]2. (7) Given the reactants [OH-].[Na+].[CH3:3][N:4]([CH2:14][C:15]1[S:19][CH:18]=[C:17]([C:20]2[CH:25]=[CH:24][C:23]([CH2:26][CH2:27][C:28]([O:30]CC)=[O:29])=[CH:22][CH:21]=2)[CH:16]=1)[C:5](=[O:13])[CH2:6][CH2:7][CH2:8][CH2:9][CH2:10][CH2:11][CH3:12].O1CCCC1.CO.O, predict the reaction product. The product is: [CH3:3][N:4]([CH2:14][C:15]1[S:19][CH:18]=[C:17]([C:20]2[CH:21]=[CH:22][C:23]([CH2:26][CH2:27][C:28]([OH:30])=[O:29])=[CH:24][CH:25]=2)[CH:16]=1)[C:5](=[O:13])[CH2:6][CH2:7][CH2:8][CH2:9][CH2:10][CH2:11][CH3:12].